Dataset: Drug-target binding data from BindingDB using IC50 measurements. Task: Regression. Given a target protein amino acid sequence and a drug SMILES string, predict the binding affinity score between them. We predict pIC50 (pIC50 = -log10(IC50 in M); higher means more potent). Dataset: bindingdb_ic50. (1) The target protein sequence is ESEDLSGRELTIDSIMNKVRDIKNKFKNEDLTDELSLNKISADTTDNSGTVNQIMMMANNPEDWLSLLLKLEKNSVPLSDALLNKLIGRYSQAIEALPPDKYGQNESFARIQVRFAELKAIQEPDDARDYFQMARANCKKFAFVHISFAQFELSQGNVKKSKQLLQKAVERGAVPLEMLEIALRNLNLQKKQLLSEEEKKNLSASTVLTAQESFSGSLGHLQNRNNSCDSRGQTTKARFLYGENMPPQDAEIGYRNSLRQTNKTKQSCPFGRVPVNLLNSPDCDVKTDDSVVPCFMKRQTSRSECRDLVVPGSKPSGNDSCELRNLKSVQNSHFKEPLVSDEKSSELIITDSITLKNKTESSLLAKLEETKEYQEPEVPESNQKQWQSKRKSECINQNPAASSNHWQIPELARKVNTEQKHTTFEQPVFSVSKQSPPISTSKWFDPKSICKTPSSNTLDDYMSCFRTPVVKNDFPPACQLSTPYGQPACFQQQQHQILAT.... The compound is CCc1cccc(CC)c1NC(=O)c1cc(-c2ccnc(Nc3ccc(N4CCN(C)CC4)cc3OC)n2)[nH]n1. The pIC50 is 6.7. (2) The drug is CCCC[C@H](NC(=O)Cc1c[nH]c2ccccc12)C(=O)N(CCc1ccccc1)CC(=O)N1CCC[C@H]1C(=O)O. The target protein (P30553) has sequence MELLKLNRSVQGPGPGSGSSLCRPGVSLLNSSSAGNLSCDPPRIRGTGTRELEMAIRITLYAVIFLMSVGGNVLIIVVLGLSRRLRTVTNAFLLSLAVSDLLLAVACMPFTLLPNLMGTFIFGTVICKAISYLMGVSVSVSTLNLVAIALERYSAICRPLQARVWQTRSHAARVILATWLLSGLLMVPYPVYTMVQPVGPRVLQCMHRWPSARVQQTWSVLLLLLLFFIPGVVIAVAYGLISRELYLGLHFDGENDSETQSRARNQGGLPGGAAPGPVHQNGGCRPVTSVAGEDSDGCCVQLPRSRLEMTTLTTPTPGPVPGPRPNQAKLLAKKRVVRMLLVIVLLFFLCWLPVYSVNTWRAFDGPGAQRALSGAPISFIHLLSYVSACVNPLVYCFMHRRFRQACLDTCARCCPRPPRARPQPLPDEDPPTPSIASLSRLSYTTISTLGPG. The pIC50 is 6.5. (3) The small molecule is Cc1cc(C(=O)O)nn1Cc1cc(Cl)cc2cc(-c3ccccc3)oc12. The target protein (P34995) has sequence MSPCGPLNLSLAGEATTCAAPWVPNTSAVPPSGASPALPIFSMTLGAVSNLLALALLAQAAGRLRRRRSAATFLLFVASLLATDLAGHVIPGALVLRLYTAGRAPAGGACHFLGGCMVFFGLCPLLLGCGMAVERCVGVTRPLLHAARVSVARARLALAAVAAVALAVALLPLARVGRYELQYPGTWCFIGLGPPGGWRQALLAGLFASLGLVALLAALVCNTLSGLALLRARWRRRSRRPPPASGPDSRRRWGAHGPRSASASSASSIASASTFFGGSRSSGSARRARAHDVEMVGQLVGIMVVSCICWSPMLVLVALAVGGWSSTSLQRPLFLAVRLASWNQILDPWVYILLRQAVLRQLLRLLPPRAGAKGGPAGLGLTPSAWEASSLRSSRHSGLSHF. The pIC50 is 8.7. (4) The compound is Cc1c(-c2nc(Cc3ccccc3)no2)oc2cccc(OC3CCNCC3)c12. The target protein (Q8ILW6) has sequence MNDDKKDFVGRDLYQLIRNAKDKIKIDYKFWYTQPVPKINDEFDENVNEPFISDNKVEDVRKEEYKLPSGYAWCVCDITKENDRSDIYNLLTDNYVEDDDNVFRFNYSSEFLLWALSSPNYVKNWHIGVKYESTNKLVGFISAIPIDMCVNKNIIKMAEVNFLCVHKSLRSKRLAPVLIKEITRRINLESIWQAIYTAGVYLPKPISTARYFHRSINVKKLIEIGFSCLNTRLTMSRAIKLYRIDDTLNIKNLRLMKKKDIDGLQKLLNEHLKQYNLHAIFSKEDVAHWFTPIDQVIYTYVNEENGEIKDLISFYSLPSKVLGNNKYNILNAAFSFYNITTTTTFKNLIQDAICLAKRNNFDVFNALEVMDNYSVFQDLKFGEGDGSLKYYLYNWKCASCHPSKIGIVLL. The pIC50 is 5.7. (5) The drug is O=C(/C=C1/C(=O)N(c2ccccc2)c2cccc(Cl)c21)c1cccnc1. The target protein (P21980) has sequence MAEELVLERCDLELETNGRDHHTADLCREKLVVRRGQPFWLTLHFEGRNYEASVDSLTFSVVTGPAPSQEAGTKARFPLRDAVEEGDWTATVVDQQDCTLSLQLTTPANAPIGLYRLSLEASTGYQGSSFVLGHFILLFNAWCPADAVYLDSEEERQEYVLTQQGFIYQGSAKFIKNIPWNFGQFEDGILDICLILLDVNPKFLKNAGRDCSRRSSPVYVGRVVSGMVNCNDDQGVLLGRWDNNYGDGVSPMSWIGSVDILRRWKNHGCQRVKYGQCWVFAAVACTVLRCLGIPTRVVTNYNSAHDQNSNLLIEYFRNEFGEIQGDKSEMIWNFHCWVESWMTRPDLQPGYEGWQALDPTPQEKSEGTYCCGPVPVRAIKEGDLSTKYDAPFVFAEVNADVVDWIQQDDGSVHKSINRSLIVGLKISTKSVGRDEREDITHTYKYPEGSSEEREAFTRANHLNKLAEKEETGMAMRIRVGQSMNMGSDFDVFAHITNNTA.... The pIC50 is 6.1.